From a dataset of Full USPTO retrosynthesis dataset with 1.9M reactions from patents (1976-2016). Predict the reactants needed to synthesize the given product. (1) Given the product [CH:27]([S:30][C:31]1[CH:36]=[CH:35][C:34]([N:3]2[C:4](=[O:26])[C:5]([CH2:11][C:12]3[CH:17]=[CH:16][C:15]([C:18]4[C:19]([C:24]#[N:25])=[CH:20][CH:21]=[CH:22][CH:23]=4)=[CH:14][CH:13]=3)=[C:6]([CH2:8][CH2:9][CH3:10])[N:7]=[C:2]2[CH3:1])=[CH:33][CH:32]=1)([CH3:29])[CH3:28], predict the reactants needed to synthesize it. The reactants are: [CH3:1][C:2]1[NH:3][C:4](=[O:26])[C:5]([CH2:11][C:12]2[CH:17]=[CH:16][C:15]([C:18]3[C:19]([C:24]#[N:25])=[CH:20][CH:21]=[CH:22][CH:23]=3)=[CH:14][CH:13]=2)=[C:6]([CH2:8][CH2:9][CH3:10])[N:7]=1.[CH:27]([S:30][C:31]1[CH:36]=[CH:35][C:34](B(O)O)=[CH:33][CH:32]=1)([CH3:29])[CH3:28].C(N(CC)CC)C.N1C=CC=CC=1. (2) Given the product [Br:16][C:12]1[CH:13]=[C:14]2[C:9](=[CH:10][CH:11]=1)[N:8]=[C:7]([NH:18][C@@H:19]([C:27]([OH:29])=[O:28])[CH2:20][C:21]1[CH:26]=[CH:25][CH:24]=[CH:23][CH:22]=1)[C:6]([C:4]([OH:3])=[O:5])=[CH:15]2, predict the reactants needed to synthesize it. The reactants are: C([O:3][C:4]([C:6]1[C:7](Cl)=[N:8][C:9]2[C:14]([CH:15]=1)=[CH:13][C:12]([Br:16])=[CH:11][CH:10]=2)=[O:5])C.[NH2:18][C@@H:19]([C:27]([OH:29])=[O:28])[CH2:20][C:21]1[CH:26]=[CH:25][CH:24]=[CH:23][CH:22]=1.